From a dataset of Experimental lipophilicity measurements (octanol/water distribution) for 4,200 compounds from AstraZeneca. Regression/Classification. Given a drug SMILES string, predict its absorption, distribution, metabolism, or excretion properties. Task type varies by dataset: regression for continuous measurements (e.g., permeability, clearance, half-life) or binary classification for categorical outcomes (e.g., BBB penetration, CYP inhibition). For this dataset (lipophilicity_astrazeneca), we predict Y. The compound is CC(=O)Nc1ccc2ccn(-c3cc(NCCCN(C)C)n4ncc(C#N)c4n3)c2c1. The Y is 1.62 logD.